This data is from Reaction yield outcomes from USPTO patents with 853,638 reactions. The task is: Predict the reaction yield, written as a fraction of the theoretical maximum amount of product (1.0 means a 100% yield; for example, 0.34 means a 34% yield). (1) The catalyst is CC(O)=O. The yield is 0.430. The reactants are [C:1]([NH:5][C:6]1[CH:11]=[CH:10][C:9]([N+:12]([O-:14])=[O:13])=[CH:8][CH:7]=1)([CH3:4])([CH3:3])[CH3:2].[Br:15]Br. The product is [Br:15][C:11]1[CH:10]=[C:9]([N+:12]([O-:14])=[O:13])[CH:8]=[CH:7][C:6]=1[NH:5][C:1]([CH3:4])([CH3:2])[CH3:3]. (2) The reactants are [N:1]1[C:8]([Cl:9])=[N:7][C:5]([Cl:6])=[N:4][C:2]=1Cl.C(=O)([O-])[O-].[K+].[K+].[Cl:16][C:17]1[CH:23]=[CH:22][C:20]([NH2:21])=[CH:19][CH:18]=1.C(OCC)(=O)C. The catalyst is C1(C)C=CC=CC=1.C1OCCOCCOCCOCCOCCOC1. The product is [Cl:16][C:17]1[CH:23]=[CH:22][C:20]([NH:21][C:2]2[N:1]=[C:8]([Cl:9])[N:7]=[C:5]([Cl:6])[N:4]=2)=[CH:19][CH:18]=1. The yield is 0.530. (3) The reactants are [Br:1][C:2]1[CH:3]=[CH:4][C:5](I)=[N:6][CH:7]=1.[CH2:9]([O:11][C:12](=[O:19])[CH2:13][C:14]([O:16][CH2:17][CH3:18])=[O:15])[CH3:10].C([O-])([O-])=O.[Cs+].[Cs+].N1C=CC=CC=1C(O)=O. The catalyst is O1CCOCC1.[Cu]I. The product is [CH2:9]([O:11][C:12](=[O:19])[CH:13]([C:5]1[CH:4]=[CH:3][C:2]([Br:1])=[CH:7][N:6]=1)[C:14]([O:16][CH2:17][CH3:18])=[O:15])[CH3:10]. The yield is 0.500. (4) The reactants are [CH3:1][C:2]1([CH2:5][OH:6])[CH2:4][CH2:3]1.[CH3:7][S:8](Cl)(=[O:10])=[O:9]. The catalyst is C(Cl)Cl. The product is [CH3:7][S:8]([O:6][CH2:5][C:2]1([CH3:1])[CH2:4][CH2:3]1)(=[O:10])=[O:9]. The yield is 0.960. (5) The yield is 0.720. The catalyst is C(O)C. The product is [NH2:13][O:12][CH2:11][CH2:10][NH:9][C:8]([NH:7][C:6](=[O:25])[O:5][C:1]([CH3:3])([CH3:2])[CH3:4])=[O:24]. The reactants are [C:1]([O:5][C:6](=[O:25])[NH:7][C:8](=[O:24])[NH:9][CH2:10][CH2:11][O:12][N:13]1C(=O)C2C(=CC=CC=2)C1=O)([CH3:4])([CH3:3])[CH3:2].C(Cl)Cl.O.NN.